From a dataset of Forward reaction prediction with 1.9M reactions from USPTO patents (1976-2016). Predict the product of the given reaction. (1) Given the reactants [NH:1]([C:8]1[N:9]([C:21]2[CH:26]=[CH:25][CH:24]=[CH:23][CH:22]=2)[C:10]2[C:15]([C:16](=[O:18])[CH:17]=1)=[C:14](Cl)[N:13]=[C:12]([CH3:20])[CH:11]=2)[C:2]1[CH:7]=[CH:6][CH:5]=[CH:4][CH:3]=1.[CH3:27][O:28][C:29]1[CH:34]=[CH:33][C:32](B(O)O)=[CH:31][CH:30]=1.C1C=CC(P(C2C=CC=CC=2)C2C=CC=CC=2)=CC=1.C([O-])([O-])=O.[K+].[K+], predict the reaction product. The product is: [NH:1]([C:8]1[N:9]([C:21]2[CH:26]=[CH:25][CH:24]=[CH:23][CH:22]=2)[C:10]2[C:15]([C:16](=[O:18])[CH:17]=1)=[C:14]([C:32]1[CH:33]=[CH:34][C:29]([O:28][CH3:27])=[CH:30][CH:31]=1)[N:13]=[C:12]([CH3:20])[CH:11]=2)[C:2]1[CH:7]=[CH:6][CH:5]=[CH:4][CH:3]=1. (2) Given the reactants [CH3:1][O:2][CH:3]([C:6]1[CH:11]=[CH:10][C:9]([N:12]2[CH2:17][CH2:16][O:15][CH2:14][CH2:13]2)=[CH:8][CH:7]=1)[CH:4]=[O:5].C[Si]([C:22]#[N:23])(C)C.C([O-])(O)=O.[Na+], predict the reaction product. The product is: [OH:5][CH:4]([CH:3]([O:2][CH3:1])[C:6]1[CH:7]=[CH:8][C:9]([N:12]2[CH2:17][CH2:16][O:15][CH2:14][CH2:13]2)=[CH:10][CH:11]=1)[C:22]#[N:23].